Predict the product of the given reaction. From a dataset of Forward reaction prediction with 1.9M reactions from USPTO patents (1976-2016). (1) Given the reactants [H-].[Al+3].[Li+].[H-].[H-].[H-].[N:7]1([C:12]([C@@H:14]2[CH2:18][CH2:17][CH2:16][NH:15]2)=O)[CH2:11][CH2:10][CH2:9][CH2:8]1.O.[OH-].[Na+], predict the reaction product. The product is: [N:7]1([CH2:12][C@@H:14]2[CH2:18][CH2:17][CH2:16][NH:15]2)[CH2:11][CH2:10][CH2:9][CH2:8]1. (2) Given the reactants [O:1]1[CH2:5][CH2:4][CH2:3][CH:2]1[CH2:6][CH:7]=[O:8].[Br:9]C1(Br)C(=O)NC(=O)NC1=O.Br, predict the reaction product. The product is: [Br:9][CH:6]([CH:2]1[CH2:3][CH2:4][CH2:5][O:1]1)[CH:7]=[O:8]. (3) Given the reactants [C:1]1(/[CH:7]=[CH:8]/[C:9]([O:11][CH3:12])=[O:10])[CH:6]=[CH:5][CH:4]=[CH:3][CH:2]=1.C(#N)C.[NH:16]1[CH:20]=[C:19]([C:21]2[C:22]3[CH:29]=[CH:28][N:27]([CH2:30][O:31][CH2:32][CH2:33][Si:34]([CH3:37])([CH3:36])[CH3:35])[C:23]=3[N:24]=[CH:25][N:26]=2)[CH:18]=[N:17]1.C1CCN2C(=NCCC2)CC1, predict the reaction product. The product is: [C:1]1([CH:7]([N:16]2[CH:20]=[C:19]([C:21]3[C:22]4[CH:29]=[CH:28][N:27]([CH2:30][O:31][CH2:32][CH2:33][Si:34]([CH3:37])([CH3:36])[CH3:35])[C:23]=4[N:24]=[CH:25][N:26]=3)[CH:18]=[N:17]2)[CH2:8][C:9]([O:11][CH3:12])=[O:10])[CH:6]=[CH:5][CH:4]=[CH:3][CH:2]=1.